The task is: Predict the product of the given reaction.. This data is from Forward reaction prediction with 1.9M reactions from USPTO patents (1976-2016). (1) The product is: [CH3:1][O:2][C:3]1[C:4]([O:23][CH3:24])=[CH:5][C:6]2[CH2:7][CH:8]3[CH2:22][N:21]([CH2:32][C:33]([O:35][CH3:36])=[O:34])[CH2:20][CH2:19][N:9]3[CH:10]([C:13]3[CH:18]=[CH:17][CH:16]=[CH:15][CH:14]=3)[C:11]=2[CH:12]=1. Given the reactants [CH3:1][O:2][C:3]1[C:4]([O:23][CH3:24])=[CH:5][C:6]2[CH2:7][CH:8]3[CH2:22][NH:21][CH2:20][CH2:19][N:9]3[CH:10]([C:13]3[CH:18]=[CH:17][CH:16]=[CH:15][CH:14]=3)[C:11]=2[CH:12]=1.C(=O)([O-])[O-].[K+].[K+].Br[CH2:32][C:33]([O:35][CH3:36])=[O:34], predict the reaction product. (2) Given the reactants C1CO[C:3]2([CH2:20][CH2:19][C@@:18]3([CH3:21])[CH:5]([C@@H:6]([CH2:31][OH:32])[C:7](=[O:30])[C@@H:8]4[C@@H:17]3[CH2:16][CH2:15][C@@:13]3([CH3:14])[C@H:9]4[CH2:10][CH2:11][C@@H:12]3[O:22][Si](C(C)(C)C)(C)C)[C:4]2([CH3:34])[CH3:33])[O:2]1, predict the reaction product. The product is: [CH3:33][C:4]1([CH3:34])[C:3](=[O:2])[CH2:20][CH2:19][C@@:18]2([CH3:21])[CH:5]1[C@@H:6]([CH2:31][OH:32])[C@@H:7]([OH:30])[C@@H:8]1[C@@H:17]2[CH2:16][CH2:15][C@@:13]2([CH3:14])[C@H:9]1[CH2:10][CH2:11][C@@H:12]2[OH:22]. (3) Given the reactants [NH:1]1[CH2:5][CH2:4][CH2:3][CH2:2]1.[C:6]([C:10]1[CH:14]=[C:13]([NH:15][C:16]([NH:18][C@@H:19]2[C:28]3[C:23](=[CH:24][CH:25]=[CH:26][CH:27]=3)[C@H:22]([O:29][C:30]3[CH:31]=[CH:32][C:33]4[N:34]([C:36]([N:39]5[C@H:44]([CH3:45])[CH2:43][CH2:42][CH2:41][C@@H:40]5[CH3:46])=[N:37][N:38]=4)[CH:35]=3)[CH2:21][CH2:20]2)=[O:17])[N:12]([C:47]2[CH:48]=[C:49]([CH:58]=[CH:59][CH:60]=2)[O:50][CH2:51][CH2:52]OS(C)(=O)=O)[N:11]=1)([CH3:9])([CH3:8])[CH3:7], predict the reaction product. The product is: [C:6]([C:10]1[CH:14]=[C:13]([NH:15][C:16]([NH:18][C@@H:19]2[C:28]3[C:23](=[CH:24][CH:25]=[CH:26][CH:27]=3)[C@H:22]([O:29][C:30]3[CH:31]=[CH:32][C:33]4[N:34]([C:36]([N:39]5[C@H:40]([CH3:46])[CH2:41][CH2:42][CH2:43][C@@H:44]5[CH3:45])=[N:37][N:38]=4)[CH:35]=3)[CH2:21][CH2:20]2)=[O:17])[N:12]([C:47]2[CH:60]=[CH:59][CH:58]=[C:49]([O:50][CH2:51][CH2:52][N:1]3[CH2:5][CH2:4][CH2:3][CH2:2]3)[CH:48]=2)[N:11]=1)([CH3:7])([CH3:8])[CH3:9]. (4) Given the reactants [Cl-].[CH2:2]([O:4][C:5]([C@@:7]1([NH:12][C:13]([C@@H:15]2[CH2:19][C@@H:18]([O:20][C:21](=[O:31])[C:22]3[CH:27]=[CH:26][C:25]([N+:28]([O-:30])=[O:29])=[CH:24][CH:23]=3)[CH2:17][NH2+:16]2)=[O:14])[CH2:9][C@H:8]1[CH:10]=[CH2:11])=[O:6])[CH3:3].[C:32]([O:36][C:37]([NH:39][C@@H:40]([CH2:44][CH2:45][CH2:46][CH2:47][CH2:48][CH:49]=[CH2:50])[C:41](O)=[O:42])=[O:38])([CH3:35])([CH3:34])[CH3:33].CN1C(=O)CCC1.C(N(C(C)C)CC)(C)C, predict the reaction product. The product is: [N+:28]([C:25]1[CH:24]=[CH:23][C:22]([C:21]([O:20][C@@H:18]2[CH2:19][C@@H:15]([C:13](=[O:14])[NH:12][C@:7]3([C:5]([O:4][CH2:2][CH3:3])=[O:6])[CH2:9][C@H:8]3[CH:10]=[CH2:11])[N:16]([C:41](=[O:42])[C@@H:40]([NH:39][C:37]([O:36][C:32]([CH3:35])([CH3:34])[CH3:33])=[O:38])[CH2:44][CH2:45][CH2:46][CH2:47][CH2:48][CH:49]=[CH2:50])[CH2:17]2)=[O:31])=[CH:27][CH:26]=1)([O-:30])=[O:29]. (5) Given the reactants [C:1]([C:3]1[CH:8]=[CH:7][CH:6]=[CH:5][N:4]=1)#[N:2].[Na].[C:10]([C:12]1[CH:13]=[C:14]([CH:19]=[CH:20][CH:21]=1)[C:15]([NH:17][NH2:18])=O)#[N:11], predict the reaction product. The product is: [N:4]1[CH:5]=[CH:6][CH:7]=[CH:8][C:3]=1[C:1]1[NH:2][C:15]([C:14]2[CH:19]=[CH:20][CH:21]=[C:12]([C:10]#[N:11])[CH:13]=2)=[N:17][N:18]=1. (6) Given the reactants [C:1]([C:3]1[CH:4]=[C:5]([C:24]2[CH:29]=[CH:28][C:27]([C:30]([O:32]C)=[O:31])=[CH:26][C:25]=2[F:34])[CH:6]=[CH:7][C:8]=1[O:9][CH2:10][CH:11]1[CH2:16][CH2:15][N:14]([CH2:17][C:18]([CH2:22][CH3:23])([F:21])[CH2:19][CH3:20])[CH2:13][CH2:12]1)#[N:2].O[Li].O, predict the reaction product. The product is: [C:1]([C:3]1[CH:4]=[C:5]([C:24]2[CH:29]=[CH:28][C:27]([C:30]([OH:32])=[O:31])=[CH:26][C:25]=2[F:34])[CH:6]=[CH:7][C:8]=1[O:9][CH2:10][CH:11]1[CH2:16][CH2:15][N:14]([CH2:17][C:18]([CH2:22][CH3:23])([F:21])[CH2:19][CH3:20])[CH2:13][CH2:12]1)#[N:2]. (7) Given the reactants [C:1]([C:5]1[CH:18]=[CH:17][C:8]([C:9]([NH:11][C:12]([CH3:16])([CH3:15])[CH2:13][OH:14])=O)=[CH:7][CH:6]=1)([CH3:4])([CH3:3])[CH3:2].CCOCC, predict the reaction product. The product is: [C:1]([C:5]1[CH:18]=[CH:17][C:8]([C:9]2[O:14][CH2:13][C:12]([CH3:16])([CH3:15])[N:11]=2)=[CH:7][CH:6]=1)([CH3:4])([CH3:3])[CH3:2]. (8) Given the reactants [OH:1][CH2:2][CH2:3][N:4]1[C:8]([NH:9][C:10]([C:23]2[CH:28]=[CH:27][CH:26]=[CH:25][CH:24]=2)([C:17]2[CH:22]=[CH:21][CH:20]=[CH:19][CH:18]=2)[C:11]2[CH:16]=[CH:15][CH:14]=[CH:13][CH:12]=2)=[C:7]([NH:29][C:30](=O)[O:31]C2C=CC=CC=2)[CH:6]=[N:5]1.[NH2:39][CH:40]([CH2:50][NH:51][C:52](=[O:58])[O:53][C:54]([CH3:57])([CH3:56])[CH3:55])[CH2:41][NH:42][C:43](=[O:49])[O:44][C:45]([CH3:48])([CH3:47])[CH3:46].C(N(CC)CC)C.O, predict the reaction product. The product is: [OH:1][CH2:2][CH2:3][N:4]1[C:8]([NH:9][C:10]([C:11]2[CH:16]=[CH:15][CH:14]=[CH:13][CH:12]=2)([C:23]2[CH:24]=[CH:25][CH:26]=[CH:27][CH:28]=2)[C:17]2[CH:18]=[CH:19][CH:20]=[CH:21][CH:22]=2)=[C:7]([NH:29][C:30]([NH:39][CH:40]([CH2:50][NH:51][C:52](=[O:58])[O:53][C:54]([CH3:57])([CH3:56])[CH3:55])[CH2:41][NH:42][C:43](=[O:49])[O:44][C:45]([CH3:48])([CH3:47])[CH3:46])=[O:31])[CH:6]=[N:5]1. (9) Given the reactants [Br:1][C:2]1[CH:3]=[C:4]([CH:25]=[CH:26][C:27]=1[CH2:28][CH3:29])[NH:5][C:6]1[C:15]2[C:10](=[CH:11][CH:12]=[CH:13][CH:14]=2)[C:9]([CH2:16][C:17]2[CH:22]=[CH:21][N:20]=[C:19]([O:23]C)[CH:18]=2)=[N:8][N:7]=1.BrC1C=C(C=CC=1CC)N.Cl.O1CCOCC1.C1C2C(=CC=CC=2)C=NN=1, predict the reaction product. The product is: [Br:1][C:2]1[CH:3]=[C:4]([CH:25]=[CH:26][C:27]=1[CH2:28][CH3:29])[NH:5][C:6]1[C:15]2[C:10](=[CH:11][CH:12]=[CH:13][CH:14]=2)[C:9]([CH2:16][C:17]2[CH:22]=[CH:21][N:20]=[C:19]([OH:23])[CH:18]=2)=[N:8][N:7]=1.